Dataset: Reaction yield outcomes from USPTO patents with 853,638 reactions. Task: Predict the reaction yield, written as a fraction of the theoretical maximum amount of product (1.0 means a 100% yield; for example, 0.34 means a 34% yield). (1) The reactants are Br[C:2]1[CH:7]=[CH:6][C:5]([CH:8]([CH3:17])[CH2:9][NH:10][S:11]([CH:14]([CH3:16])[CH3:15])(=[O:13])=[O:12])=[CH:4][CH:3]=1.[S:18]1[CH:22]=[CH:21][CH:20]=[C:19]1B(O)O.C(=O)([O-])[O-].[K+].[K+]. The catalyst is O1CCOCC1.O.C1C=CC([P]([Pd]([P](C2C=CC=CC=2)(C2C=CC=CC=2)C2C=CC=CC=2)([P](C2C=CC=CC=2)(C2C=CC=CC=2)C2C=CC=CC=2)[P](C2C=CC=CC=2)(C2C=CC=CC=2)C2C=CC=CC=2)(C2C=CC=CC=2)C2C=CC=CC=2)=CC=1. The product is [S:18]1[CH:22]=[CH:21][CH:20]=[C:19]1[C:2]1[CH:7]=[CH:6][C:5]([CH:8]([CH3:17])[CH2:9][NH:10][S:11]([CH:14]([CH3:16])[CH3:15])(=[O:13])=[O:12])=[CH:4][CH:3]=1. The yield is 0.470. (2) The reactants are [CH2:1]([S:3][C:4]1[CH:12]=[C:11]([N:13]2[CH2:18][CH2:17][O:16][CH2:15][CH2:14]2)[CH:10]=[C:9]([CH3:19])[C:5]=1[C:6]([NH2:8])=[O:7])[CH3:2].[OH-].[Na+].[Cl:22][C:23]1[CH:30]=[CH:29][C:26]([CH2:27]Br)=[CH:25][CH:24]=1. The catalyst is C1C=CC=CC=1.O1CCCC1.S([O-])(O)(=O)=O.C([N+](CCCC)(CCCC)CCCC)CCC. The product is [Cl:22][C:23]1[CH:30]=[CH:29][C:26]([CH2:27][NH:8][C:6](=[O:7])[C:5]2[C:9]([CH3:19])=[CH:10][C:11]([N:13]3[CH2:14][CH2:15][O:16][CH2:17][CH2:18]3)=[CH:12][C:4]=2[S:3][CH2:1][CH3:2])=[CH:25][CH:24]=1. The yield is 0.500.